From a dataset of Full USPTO retrosynthesis dataset with 1.9M reactions from patents (1976-2016). Predict the reactants needed to synthesize the given product. (1) Given the product [CH3:18][O:19][C:20]1[CH:26]=[CH:25][C:24]([CH2:27][S:28]([CH2:31][CH2:32][C:33]2[C:34]([O:43][CH3:44])=[CH:35][C:36]([O:41][CH3:42])=[CH:37][C:38]=2[O:39][CH3:40])(=[O:30])=[O:29])=[CH:23][C:21]=1[NH:22][CH:7]([C:12]1[CH:17]=[CH:16][CH:15]=[CH:14][CH:13]=1)[C:8]([OH:10])=[O:9], predict the reactants needed to synthesize it. The reactants are: C([O-])(=O)C.[Na+].Br[CH:7]([C:12]1[CH:17]=[CH:16][CH:15]=[CH:14][CH:13]=1)[C:8]([O:10]C)=[O:9].[CH3:18][O:19][C:20]1[CH:26]=[CH:25][C:24]([CH2:27][S:28]([CH2:31][CH2:32][C:33]2[C:38]([O:39][CH3:40])=[CH:37][C:36]([O:41][CH3:42])=[CH:35][C:34]=2[O:43][CH3:44])(=[O:30])=[O:29])=[CH:23][C:21]=1[NH2:22].C(Cl)(Cl)Cl.CO. (2) Given the product [CH3:26][O:25][C:22]1[CH:23]=[CH:24][C:19]([CH2:18][N:6]2[C:2](=[O:1])[CH2:3][CH:4]([C:7]([O:9][CH3:10])=[O:8])[CH2:5]2)=[CH:20][CH:21]=1, predict the reactants needed to synthesize it. The reactants are: [O:1]=[C:2]1[NH:6][CH2:5][CH:4]([C:7]([O:9][CH3:10])=[O:8])[CH2:3]1.C(=O)([O-])[O-].[Cs+].[Cs+].Cl[CH2:18][C:19]1[CH:24]=[CH:23][C:22]([O:25][CH3:26])=[CH:21][CH:20]=1. (3) Given the product [CH3:29][O:28][C:26]([NH:25][C@@H:14]([CH2:13][C:11]1[N:10]=[N:9][NH:8][CH:12]=1)[C:15]([OH:17])=[O:16])=[O:27], predict the reactants needed to synthesize it. The reactants are: C([N:8]1[CH:12]=[C:11]([CH2:13][C@H:14]([NH:25][C:26]([O:28][CH3:29])=[O:27])[C:15]([O:17]CC2C=CC=CC=2)=[O:16])[N:10]=[N:9]1)C1C=CC=CC=1. (4) Given the product [CH3:35][CH:13]([NH:12][C:11]([NH:47][CH2:46][CH2:45][NH:44][C:37](=[O:38])[O:39][C:40]([CH3:42])([CH3:41])[CH3:43])=[O:36])[C:14]#[C:15][C:16]1[S:20][C:19]([O:21][C:22]2[CH:23]=[CH:24][C:25]([O:28][C:29]3[CH:30]=[CH:31][CH:32]=[CH:33][CH:34]=3)=[CH:26][CH:27]=2)=[N:18][CH:17]=1, predict the reactants needed to synthesize it. The reactants are: [N+](C1C=CC(O[C:11](=[O:36])[NH:12][CH:13]([CH3:35])[C:14]#[C:15][C:16]2[S:20][C:19]([O:21][C:22]3[CH:27]=[CH:26][C:25]([O:28][C:29]4[CH:34]=[CH:33][CH:32]=[CH:31][CH:30]=4)=[CH:24][CH:23]=3)=[N:18][CH:17]=2)=CC=1)([O-])=O.[C:37]([NH:44][CH2:45][CH2:46][NH2:47])([O:39][C:40]([CH3:43])([CH3:42])[CH3:41])=[O:38]. (5) Given the product [F:45][C:44]1[CH:43]=[CH:42][C:33]([CH2:34][NH:35][C:36](=[O:41])[C:37]([F:40])([F:39])[F:38])=[CH:32][C:31]=1[CH:28]1[CH2:27][CH2:26][N:25]([C:23]([C:12]2[C:11]3[C:15](=[CH:16][CH:17]=[CH:18][C:10]=3[NH:9][C:6]([C:5]3[O:1][N:2]=[CH:3][CH:4]=3)=[O:8])[N:14]([CH2:19][CH2:20][O:21][CH3:22])[CH:13]=2)=[O:24])[CH2:30][CH2:29]1, predict the reactants needed to synthesize it. The reactants are: [O:1]1[C:5]([C:6]([OH:8])=O)=[CH:4][CH:3]=[N:2]1.[NH2:9][C:10]1[CH:18]=[CH:17][CH:16]=[C:15]2[C:11]=1[C:12]([C:23]([N:25]1[CH2:30][CH2:29][CH:28]([C:31]3[CH:32]=[C:33]([CH:42]=[CH:43][C:44]=3[F:45])[CH2:34][NH:35][C:36](=[O:41])[C:37]([F:40])([F:39])[F:38])[CH2:27][CH2:26]1)=[O:24])=[CH:13][N:14]2[CH2:19][CH2:20][O:21][CH3:22].